This data is from Forward reaction prediction with 1.9M reactions from USPTO patents (1976-2016). The task is: Predict the product of the given reaction. Given the reactants [O:1]=[C:2]1[CH:7]=[C:6]([CH:8]2[CH2:13][CH2:12][N:11](C(OC(C)(C)C)=O)[CH2:10][CH2:9]2)[N:5]2[N:21]=[C:22]3[N:27]=[CH:26][CH:25]=[C:24]([C:28]4[CH:33]=[CH:32][CH:31]=[CH:30][CH:29]=4)[C:23]3=[C:4]2[NH:3]1.[ClH:34], predict the reaction product. The product is: [ClH:34].[C:28]1([C:24]2[C:23]3[C:22](=[N:21][N:5]4[C:6]([CH:8]5[CH2:9][CH2:10][NH:11][CH2:12][CH2:13]5)=[CH:7][C:2](=[O:1])[NH:3][C:4]4=3)[N:27]=[CH:26][CH:25]=2)[CH:29]=[CH:30][CH:31]=[CH:32][CH:33]=1.